From a dataset of Peptide-MHC class II binding affinity with 134,281 pairs from IEDB. Regression. Given a peptide amino acid sequence and an MHC pseudo amino acid sequence, predict their binding affinity value. This is MHC class II binding data. (1) The peptide sequence is FALLAGFMAYMIGQT. The MHC is DRB1_0101 with pseudo-sequence DRB1_0101. The binding affinity (normalized) is 0.358. (2) The peptide sequence is GELQIVDKHDAAFKI. The MHC is DRB3_0202 with pseudo-sequence DRB3_0202. The binding affinity (normalized) is 0.204. (3) The peptide sequence is DPWTIYAIGGSSNPT. The MHC is DRB3_0101 with pseudo-sequence DRB3_0101. The binding affinity (normalized) is 0.122. (4) The peptide sequence is LRPTFFLEKPLDICP. The MHC is DRB1_0101 with pseudo-sequence DRB1_0101. The binding affinity (normalized) is 0.814.